From a dataset of Full USPTO retrosynthesis dataset with 1.9M reactions from patents (1976-2016). Predict the reactants needed to synthesize the given product. (1) Given the product [C:1]([C:3]1[CH:36]=[CH:35][C:34]([F:38])=[CH:33][C:4]=1[O:5][C:6]1[C:14]2[N:13]=[C:12]([C:15]3[CH:20]=[N:19][CH:18]=[CH:17][N:16]=3)[NH:11][C:10]=2[CH:9]=[C:8]([O:21][C:22]2[CH:23]=[N:24][C:25]([S:28]([CH2:31][CH3:32])(=[O:30])=[O:29])=[CH:26][CH:27]=2)[CH:7]=1)#[N:2], predict the reactants needed to synthesize it. The reactants are: [C:1]([C:3]1[CH:36]=[CH:35][CH:34]=[C:33](F)[C:4]=1[O:5][C:6]1[C:14]2[N:13]=[C:12]([C:15]3[CH:20]=[N:19][CH:18]=[CH:17][N:16]=3)[NH:11][C:10]=2[CH:9]=[C:8]([O:21][C:22]2[CH:23]=[N:24][C:25]([S:28]([CH2:31][CH3:32])(=[O:30])=[O:29])=[CH:26][CH:27]=2)[CH:7]=1)#[N:2].[F:38]C1C=C(F)C=CC=1C#N. (2) Given the product [C:2]([C:4]1[CH:9]=[CH:8][C:7]([NH:10][C:31](=[O:32])[C:13]2[CH:12]=[CH:17][CH:16]=[C:15]([O:18][CH3:19])[CH:14]=2)=[CH:6][CH:5]=1)(=[O:3])[CH3:1], predict the reactants needed to synthesize it. The reactants are: [CH3:1][C:2]([C:4]1[CH:9]=[CH:8][C:7]([NH2:10])=[CH:6][CH:5]=1)=[O:3].C(Cl)(=O)[C:12]1[CH:17]=[CH:16][C:15]([O:18][CH3:19])=[CH:14][CH:13]=1.C(N(CC)CC)C.C1C[O:32][CH2:31]C1. (3) Given the product [OH:32][C:23]1([CH3:31])[C:22]2[C:26](=[CH:27][CH:28]=[C:20]([N:19]3[CH:4]=[C:5]([C:6]([O:8][CH2:9][CH3:10])=[O:7])[C:11](=[O:18])[NH:12][C:13]3=[O:15])[CH:21]=2)[N:25]([CH3:29])[C:24]1=[O:30], predict the reactants needed to synthesize it. The reactants are: C(O[CH:4]=[C:5]([C:11](=[O:18])[NH:12][C:13]([O:15]CC)=O)[C:6]([O:8][CH2:9][CH3:10])=[O:7])C.[NH2:19][C:20]1[CH:21]=[C:22]2[C:26](=[CH:27][CH:28]=1)[N:25]([CH3:29])[C:24](=[O:30])[C:23]2([OH:32])[CH3:31].CC(C)([O-])C.[K+].Cl. (4) Given the product [O:20]([C@H:21]1[CH2:26][C@H:25]([C:27]([O:29][CH3:30])=[O:28])[C@@H:24]([C:31]([N:33]2[CH2:34][CH2:35][N:36]([C:39]3[CH:44]=[CH:43][CH:42]=[CH:41][CH:40]=3)[CH2:37][CH2:38]2)=[O:32])[CH2:23][CH2:22]1)[C:1]1[CH:6]=[CH:5][CH:4]=[CH:3][CH:2]=1, predict the reactants needed to synthesize it. The reactants are: [C:1]1(P([C:1]2[CH:6]=[CH:5][CH:4]=[CH:3][CH:2]=2)[C:1]2[CH:6]=[CH:5][CH:4]=[CH:3][CH:2]=2)[CH:6]=[CH:5][CH:4]=[CH:3][CH:2]=1.[OH:20][C@@H:21]1[CH2:26][C@H:25]([C:27]([O:29][CH3:30])=[O:28])[C@@H:24]([C:31]([N:33]2[CH2:38][CH2:37][N:36]([C:39]3[CH:44]=[CH:43][CH:42]=[CH:41][CH:40]=3)[CH2:35][CH2:34]2)=[O:32])[CH2:23][CH2:22]1.C1(O)C=CC=CC=1.N(C(OCC)=O)=NC(OCC)=O. (5) Given the product [F:9][C:8]([F:11])([F:10])[CH2:7][N:17]1[CH2:18][C:19]2([CH2:24][CH2:23][N:22]([C:25]([O:27][C:28]([CH3:31])([CH3:30])[CH3:29])=[O:26])[CH2:21][CH2:20]2)[O:14][CH:15]([C:32]([O:34][CH3:35])=[O:33])[CH2:16]1, predict the reactants needed to synthesize it. The reactants are: FC(F)(F)S(O[CH2:7][C:8]([F:11])([F:10])[F:9])(=O)=O.[O:14]1[C:19]2([CH2:24][CH2:23][N:22]([C:25]([O:27][C:28]([CH3:31])([CH3:30])[CH3:29])=[O:26])[CH2:21][CH2:20]2)[CH2:18][NH:17][CH2:16][CH:15]1[C:32]([O:34][CH3:35])=[O:33].C([O-])(O)=O.[Na+]. (6) Given the product [NH2:8][C:6]1[CH:5]=[CH:4][C:3]([S:11]([NH:14][C:15]2[CH:16]=[CH:17][C:18]3[CH2:22][O:21][B:20]([OH:23])[C:19]=3[CH:24]=2)(=[O:12])=[O:13])=[C:2]([Cl:1])[CH:7]=1, predict the reactants needed to synthesize it. The reactants are: [Cl:1][C:2]1[CH:7]=[C:6]([N+:8]([O-])=O)[CH:5]=[CH:4][C:3]=1[S:11]([NH:14][C:15]1[CH:16]=[CH:17][C:18]2[CH2:22][O:21][B:20]([OH:23])[C:19]=2[CH:24]=1)(=[O:13])=[O:12]. (7) Given the product [Cl:1][C:2]1[N:7]=[CH:6][C:5]2[CH:8]=[N:9][N:10]([CH:14]([CH3:16])[CH3:15])[C:4]=2[CH:3]=1, predict the reactants needed to synthesize it. The reactants are: [Cl:1][C:2]1[N:7]=[CH:6][C:5]2[CH:8]=[N:9][NH:10][C:4]=2[CH:3]=1.[H-].[Na+].Br[CH:14]([CH3:16])[CH3:15]. (8) Given the product [CH3:19][O:18][C:15]1[CH:16]=[CH:17][C:12]([NH:11][C:4]2[C:5]3[N:6]([N:8]=[CH:9][N:10]=3)[CH:7]=[C:2]([C:35]3[CH:34]=[C:33]([CH:38]=[CH:37][CH:36]=3)[C:32]([NH:31][C:27]3[CH:26]=[C:25]4[C:30](=[CH:29][CH:28]=3)[NH:22][N:23]=[CH:24]4)=[O:48])[CH:3]=2)=[N:13][C:14]=1[O:20][CH3:21], predict the reactants needed to synthesize it. The reactants are: Cl[C:2]1[CH:3]=[C:4]([NH:11][C:12]2[CH:17]=[CH:16][C:15]([O:18][CH3:19])=[C:14]([O:20][CH3:21])[N:13]=2)[C:5]2[N:6]([N:8]=[CH:9][N:10]=2)[CH:7]=1.[NH:22]1[C:30]2[C:25](=[CH:26][C:27]([NH:31][C:32](=[O:48])[C:33]3[CH:38]=[CH:37][CH:36]=[C:35](B4OC(C)(C)C(C)(C)O4)[CH:34]=3)=[CH:28][CH:29]=2)[CH:24]=[N:23]1.C(=O)([O-])[O-].[Na+].[Na+].[F-].[Cs+]. (9) Given the product [Cl:23][C:5]1[C:4]([NH2:1])=[CH:9][N:8]=[C:7]2[N:10]([Si:13]([CH:17]([CH3:19])[CH3:18])([CH:20]([CH3:22])[CH3:21])[CH:14]([CH3:15])[CH3:16])[CH:11]=[CH:12][C:6]=12, predict the reactants needed to synthesize it. The reactants are: [N:1]([C:4]1[C:5]([Cl:23])=[C:6]2[CH:12]=[CH:11][N:10]([Si:13]([CH:20]([CH3:22])[CH3:21])([CH:17]([CH3:19])[CH3:18])[CH:14]([CH3:16])[CH3:15])[C:7]2=[N:8][CH:9]=1)=[N+]=[N-].[H][H]. (10) Given the product [Cl:1][C:2]1[C:3](=[O:15])[N:4]([C:9]2[CH:14]=[CH:13][CH:12]=[CH:11][CH:10]=2)[N:5]=[CH:6][C:7]=1[OH:16], predict the reactants needed to synthesize it. The reactants are: [Cl:1][C:2]1[C:3](=[O:15])[N:4]([C:9]2[CH:14]=[CH:13][CH:12]=[CH:11][CH:10]=2)[N:5]=[CH:6][C:7]=1Cl.[OH-:16].[K+].